This data is from Forward reaction prediction with 1.9M reactions from USPTO patents (1976-2016). The task is: Predict the product of the given reaction. (1) Given the reactants [F:1][C:2]1[CH:7]=[CH:6][CH:5]=[C:4]([F:8])[C:3]=1[N:9]1[C:14]2[N:15]=[C:16]([S:29][CH3:30])[N:17]=[C:18]([C:19]3[CH:20]=[C:21]([CH:25]=[CH:26][C:27]=3[CH3:28])[C:22](O)=[O:23])[C:13]=2[CH2:12][NH:11][C:10]1=[O:31].[CH2:32]([NH2:39])[C:33]1[CH:38]=[CH:37][CH:36]=[CH:35][CH:34]=1.Cl.CN(C)CCCN=C=NCC.O.ON1C2C=CC=CC=2N=N1, predict the reaction product. The product is: [NH4+:9].[OH-:23].[F:8][C:4]1[CH:5]=[CH:6][CH:7]=[C:2]([F:1])[C:3]=1[N:9]1[C:14]2[N:15]=[C:16]([S:29][CH3:30])[N:17]=[C:18]([C:19]3[CH:20]=[C:21]([CH:25]=[CH:26][C:27]=3[CH3:28])[C:22]([NH:39][CH2:32][C:33]3[CH:38]=[CH:37][CH:36]=[CH:35][CH:34]=3)=[O:23])[C:13]=2[CH2:12][NH:11][C:10]1=[O:31]. (2) Given the reactants Cl.Cl.[Cl:3][C:4]1[C:5]([F:30])=[C:6]([NH:10][C:11]2[C:20]3[C:15](=[CH:16][C:17]([O:23][CH:24]4[CH2:29][CH2:28][NH:27][CH2:26][CH2:25]4)=[C:18]([O:21][CH3:22])[CH:19]=3)[N:14]=[CH:13][N:12]=2)[CH:7]=[CH:8][CH:9]=1.C(N(C(C)C)CC)(C)C.[CH3:40][O:41][CH2:42][CH2:43][O:44][CH2:45][C:46](Cl)=[O:47], predict the reaction product. The product is: [Cl:3][C:4]1[C:5]([F:30])=[C:6]([NH:10][C:11]2[C:20]3[C:15](=[CH:16][C:17]([O:23][CH:24]4[CH2:29][CH2:28][N:27]([C:46](=[O:47])[CH2:45][O:44][CH2:43][CH2:42][O:41][CH3:40])[CH2:26][CH2:25]4)=[C:18]([O:21][CH3:22])[CH:19]=3)[N:14]=[CH:13][N:12]=2)[CH:7]=[CH:8][CH:9]=1. (3) Given the reactants [NH2:1][C:2]1[CH:3]=[C:4]([C:8]2[C:12]([Br:13])=[CH:11][N:10]([CH3:14])[N:9]=2)[CH:5]=[CH:6][CH:7]=1.[F:15][C:16]1[CH:21]=[CH:20][CH:19]=[CH:18][C:17]=1[CH2:22][C:23](O)=[O:24].O.ON1C2C=CC=CC=2N=N1.F[P-](F)(F)(F)(F)F.N1(OC(N(C)C)=[N+](C)C)C2C=CC=CC=2N=N1.C(N(CC)C(C)C)(C)C, predict the reaction product. The product is: [Br:13][C:12]1[C:8]([C:4]2[CH:3]=[C:2]([NH:1][C:23](=[O:24])[CH2:22][C:17]3[CH:18]=[CH:19][CH:20]=[CH:21][C:16]=3[F:15])[CH:7]=[CH:6][CH:5]=2)=[N:9][N:10]([CH3:14])[CH:11]=1. (4) Given the reactants [CH2:1]([NH:3][C:4]1[CH:9]=[CH:8][CH:7]=[CH:6][C:5]=1[C@@H:10]1[CH2:19][CH2:18][C:17]2[CH:16]=[C:15]([O:20]C(=O)C(C)(C)C)[CH:14]=[CH:13][C:12]=2[CH2:11]1)[CH3:2].[CH:27]([C:29]1[CH:47]=[CH:46][C:32]([O:33][CH2:34][C:35]([NH:38]C(=O)OC(C)(C)C)([CH3:37])[CH3:36])=[CH:31][CH:30]=1)=O, predict the reaction product. The product is: [NH2:38][C:35]([CH3:36])([CH3:37])[CH2:34][O:33][C:32]1[CH:31]=[CH:30][C:29]([CH2:27][CH2:2][CH2:1][NH:3][C:4]2[CH:9]=[CH:8][CH:7]=[CH:6][C:5]=2[C@@H:10]2[CH2:19][CH2:18][C:17]3[CH:16]=[C:15]([OH:20])[CH:14]=[CH:13][C:12]=3[CH2:11]2)=[CH:47][CH:46]=1. (5) The product is: [N+:1]([C:3]1([C:30]([O:32][CH3:33])=[O:31])[CH2:4][CH2:5][CH2:6][CH2:7][CH2:8]1)#[C-:2]. Given the reactants [N+:1]([C:3]1(SC2C=CC=CC=2OC)[CH2:8][CH2:7][CH2:6][CH2:5][CH2:4]1)#[C-:2].C1COCC1.[Li]CCCC.C([C:30]([O:32][CH3:33])=[O:31])#N, predict the reaction product. (6) Given the reactants [CH2:1]([Mg]Cl)[CH2:2][CH2:3][CH3:4].[Br:7][C:8]1[CH:9]=[C:10]([C:14](=[O:16])[CH3:15])[CH:11]=[CH:12][CH:13]=1, predict the reaction product. The product is: [Br:7][C:8]1[CH:9]=[C:10]([C:14]([OH:16])([CH2:1][CH2:2][CH2:3][CH3:4])[CH3:15])[CH:11]=[CH:12][CH:13]=1. (7) Given the reactants Cl.Cl.[NH2:3][CH:4]([C:23]1[CH:28]=[CH:27][CH:26]=[CH:25][CH:24]=1)[C:5]([N:7]1[CH2:12][CH2:11][CH:10]([N:13]2[CH2:17][C:16]3=[CH:18][N:19]=[C:20]([CH3:21])[N:15]3[C:14]2=[O:22])[CH2:9][CH2:8]1)=[O:6].C(N(CC)CC)C.[Cl:36][C:37]1[CH:42]=[CH:41][C:40]([N:43]=[C:44]=[O:45])=[C:39]([CH3:46])[CH:38]=1, predict the reaction product. The product is: [Cl:36][C:37]1[CH:42]=[CH:41][C:40]([NH:43][C:44]([NH:3][CH:4]([C:23]2[CH:24]=[CH:25][CH:26]=[CH:27][CH:28]=2)[C:5]([N:7]2[CH2:12][CH2:11][CH:10]([N:13]3[CH2:17][C:16]4=[CH:18][N:19]=[C:20]([CH3:21])[N:15]4[C:14]3=[O:22])[CH2:9][CH2:8]2)=[O:6])=[O:45])=[C:39]([CH3:46])[CH:38]=1.